Dataset: Full USPTO retrosynthesis dataset with 1.9M reactions from patents (1976-2016). Task: Predict the reactants needed to synthesize the given product. (1) Given the product [CH:17]1([O:10][C:9]2[CH:8]=[CH:7][C:4]([CH:5]=[O:6])=[CH:3][C:2]=2[OH:1])[CH2:21][CH2:20][CH2:19][CH2:18]1, predict the reactants needed to synthesize it. The reactants are: [OH:1][C:2]1[CH:3]=[C:4]([CH:7]=[CH:8][C:9]=1[OH:10])[CH:5]=[O:6].C(=O)([O-])[O-].[K+].[K+].[CH:17]1(Br)[CH2:21][CH2:20][CH2:19][CH2:18]1.Cl. (2) Given the product [CH3:1][O:2][C:3]1[CH:4]=[CH:5][N:6]=[C:7]([CH2:11][S:12]([C:13]2[N-:14][C:15]3[CH:16]=[CH:17][C:18]([O:22][CH:23]([F:24])[F:25])=[CH:19][C:20]=3[N:21]=2)=[O:26])[C:8]=1[O:9][CH3:10].[CH3:1][O:2][C:3]1[CH:4]=[CH:5][N:6]=[C:7]([CH2:11][S:12]([C:13]2[N-:14][C:15]3[CH:16]=[CH:17][C:18]([O:22][CH:23]([F:24])[F:25])=[CH:19][C:20]=3[N:21]=2)=[O:26])[C:8]=1[O:9][CH3:10].[OH2:2].[OH2:2].[OH2:2].[Na+:27].[Na+:27], predict the reactants needed to synthesize it. The reactants are: [CH3:1][O:2][C:3]1[CH:4]=[CH:5][N:6]=[C:7]([CH2:11][S+:12]([O-:26])[C:13]2[N-:14][C:15]3[CH:16]=[CH:17][C:18]([O:22][CH:23]([F:25])[F:24])=[CH:19][C:20]=3[N:21]=2)[C:8]=1[O:9][CH3:10].[Na+:27].C. (3) Given the product [CH3:1][O:2][C:3](=[O:37])[C@H:4]([OH:36])[CH2:5][NH:6][C:7](=[O:35])[C:8]1[CH:13]=[CH:12][C:11]([CH2:14][NH:15][C:16]2[CH:17]=[CH:18][C:19]([CH:22]3[CH2:27][CH2:26][CH2:25][CH2:24][CH2:23]3)=[CH:20][CH:21]=2)=[CH:10][CH:9]=1, predict the reactants needed to synthesize it. The reactants are: [CH3:1][O:2][C:3](=[O:37])[C@H:4]([OH:36])[CH2:5][NH:6][C:7](=[O:35])[C:8]1[CH:13]=[CH:12][C:11]([CH2:14][N:15](C(OC(C)(C)C)=O)[C:16]2[CH:21]=[CH:20][C:19]([CH:22]3[CH2:27][CH2:26][CH2:25][CH2:24][CH2:23]3)=[CH:18][CH:17]=2)=[CH:10][CH:9]=1.Cl. (4) Given the product [CH3:1][C:2]1[CH:11]=[CH:10][C:9]2[C:4](=[CH:5][CH:6]=[C:7]([NH2:18])[C:8]=2[C:12]2[CH:17]=[CH:16][CH:15]=[CH:14][CH:13]=2)[N:3]=1, predict the reactants needed to synthesize it. The reactants are: [CH3:1][C:2]1[CH:11]=[CH:10][C:9]2[C:4](=[CH:5][CH:6]=[C:7]([NH:18]C(=O)OC(C)(C)C)[C:8]=2[C:12]2[CH:17]=[CH:16][CH:15]=[CH:14][CH:13]=2)[N:3]=1.N. (5) Given the product [O:24]1[C:23]2[CH:27]=[CH:28][C:20]([CH2:19][N:14]3[CH2:13][CH2:12][CH:11]([NH:10][C:9]4[C:4]5[CH:3]=[C:2]([Cl:1])[S:17][C:5]=5[N:6]=[CH:7][N:8]=4)[CH2:16][CH2:15]3)=[CH:21][C:22]=2[O:26][CH2:25]1, predict the reactants needed to synthesize it. The reactants are: [Cl:1][C:2]1[S:17][C:5]2[N:6]=[CH:7][N:8]=[C:9]([NH:10][CH:11]3[CH2:16][CH2:15][NH:14][CH2:13][CH2:12]3)[C:4]=2[CH:3]=1.Cl[CH2:19][C:20]1[CH:28]=[CH:27][C:23]2[O:24][CH2:25][O:26][C:22]=2[CH:21]=1. (6) Given the product [N:22]1([C:20]2[N:21]=[C:16]([N:15]3[C:9]4[CH:8]=[C:7]([C:5]5[CH:4]=[N:3][CH:2]=[N:1][CH:6]=5)[N:12]=[CH:11][C:10]=4[CH:13]=[N:14]3)[CH:17]=[CH:18][CH:19]=2)[CH2:28][CH2:27][CH2:26][NH:25][CH2:24][CH2:23]1, predict the reactants needed to synthesize it. The reactants are: [N:1]1[CH:6]=[C:5]([C:7]2[N:12]=[CH:11][C:10]3[CH:13]=[N:14][N:15]([C:16]4[N:21]=[C:20]([N:22]5[CH2:28][CH2:27][CH2:26][N:25](C(OC(C)(C)C)=O)[CH2:24][CH2:23]5)[CH:19]=[CH:18][CH:17]=4)[C:9]=3[CH:8]=2)[CH:4]=[N:3][CH:2]=1.Cl. (7) Given the product [CH:47]12[N:50]([C:15]([C:12]3[N:4]4[CH:5]=[C:6]([C:8]([F:9])([F:10])[F:11])[CH:7]=[C:2]([Br:1])[C:3]4=[N:14][CH:13]=3)=[O:17])[CH:43]([CH2:49][CH2:48]1)[CH2:44][O:45][CH2:46]2, predict the reactants needed to synthesize it. The reactants are: [Br:1][C:2]1[C:3]2[N:4]([C:12]([C:15]([OH:17])=O)=[CH:13][N:14]=2)[CH:5]=[C:6]([C:8]([F:11])([F:10])[F:9])[CH:7]=1.CN(C(ON1N=NC2C=CC=NC1=2)=[N+](C)C)C.F[P-](F)(F)(F)(F)F.Cl.[CH:43]12[NH:50][CH:47]([CH2:48][CH2:49]1)[CH2:46][O:45][CH2:44]2.C(=O)(O)[O-].[Na+].